Task: Regression. Given a peptide amino acid sequence and an MHC pseudo amino acid sequence, predict their binding affinity value. This is MHC class II binding data.. Dataset: Peptide-MHC class II binding affinity with 134,281 pairs from IEDB (1) The peptide sequence is ATPEAKYDAYVATLS. The MHC is DRB3_0202 with pseudo-sequence DRB3_0202. The binding affinity (normalized) is 0.0762. (2) The peptide sequence is EFESLFKCLSHISLS. The MHC is DRB1_1501 with pseudo-sequence DRB1_1501. The binding affinity (normalized) is 0.286.